Predict the reactants needed to synthesize the given product. From a dataset of Full USPTO retrosynthesis dataset with 1.9M reactions from patents (1976-2016). (1) Given the product [F:19][C:20]1[CH:25]=[C:24]([C:2]2[C:11]3[C:6](=[CH:7][CH:8]=[CH:9][CH:10]=3)[CH:5]=[C:4]([NH:12][C:13]3[CH:17]=[C:16]([CH3:18])[NH:15][N:14]=3)[N:3]=2)[CH:23]=[CH:22][CH:21]=1, predict the reactants needed to synthesize it. The reactants are: Cl[C:2]1[C:11]2[C:6](=[CH:7][CH:8]=[CH:9][CH:10]=2)[CH:5]=[C:4]([NH:12][C:13]2[CH:17]=[C:16]([CH3:18])[NH:15][N:14]=2)[N:3]=1.[F:19][C:20]1[CH:21]=[C:22](B(O)O)[CH:23]=[CH:24][CH:25]=1. (2) Given the product [CH:27]1([CH2:26][C:25]([C:24]2[CH:13]([C:5]3[CH:6]=[CH:7][CH:8]=[C:9]4[C:4]=3[O:3][C:2]([CH3:1])=[CH:11][C:10]4=[O:12])[C:17]([C:15]#[N:16])=[C:18]([CH3:19])[NH:22][C:23]=2[CH3:33])=[O:32])[CH2:31][CH2:30][CH2:29][CH2:28]1, predict the reactants needed to synthesize it. The reactants are: [CH3:1][C:2]1[O:3][C:4]2[C:9]([C:10](=[O:12])[CH:11]=1)=[CH:8][CH:7]=[CH:6][C:5]=2[CH:13]=O.[C:15]([CH:17]=[C:18]([O-])[CH3:19])#[N:16].[Na+].[NH2:22][C:23]([CH3:33])=[CH:24][C:25](=[O:32])[CH2:26][CH:27]1[CH2:31][CH2:30][CH2:29][CH2:28]1.C(O)(=O)C.